Dataset: Reaction yield outcomes from USPTO patents with 853,638 reactions. Task: Predict the reaction yield, written as a fraction of the theoretical maximum amount of product (1.0 means a 100% yield; for example, 0.34 means a 34% yield). The reactants are [F:1][C:2]1[CH:7]=[C:6]([O:8][C:9]2[CH:14]=[CH:13][N:12]=[C:11]([C:15]3[CH:16]=[N:17][N:18]([CH3:20])[CH:19]=3)[CH:10]=2)[C:5]([F:21])=[CH:4][C:3]=1[NH:22][C:23]([C:25]1[C:26](=[O:39])[N:27]([C:32]2[CH:37]=[CH:36][C:35]([F:38])=[CH:34][CH:33]=2)[CH:28]=[CH:29][C:30]=1I)=[O:24].[CH2:40]([NH2:42])[CH3:41]. The yield is 0.340. No catalyst specified. The product is [F:1][C:2]1[CH:7]=[C:6]([O:8][C:9]2[CH:14]=[CH:13][N:12]=[C:11]([C:15]3[CH:16]=[N:17][N:18]([CH3:20])[CH:19]=3)[CH:10]=2)[C:5]([F:21])=[CH:4][C:3]=1[NH:22][C:23]([C:25]1[C:26](=[O:39])[N:27]([C:32]2[CH:37]=[CH:36][C:35]([F:38])=[CH:34][CH:33]=2)[CH:28]=[CH:29][C:30]=1[NH:42][CH2:40][CH3:41])=[O:24].